Dataset: Experimentally validated miRNA-target interactions with 360,000+ pairs, plus equal number of negative samples. Task: Binary Classification. Given a miRNA mature sequence and a target amino acid sequence, predict their likelihood of interaction. The miRNA is bta-miR-221 with sequence AGCUACAUUGUCUGCUGGGUUU. The protein sequence of the target gene is MEPTAPSLTEEDLTEVKKDALENLRVYLCEKIIAERHFDHLRAKKILSREDTEEISCRTSSRKRAGKLLDYLQENPKGLDTLVESIRREKTQNFLIQKITDEVLKLRNIKLEHLKGLKCSSCEPFPDGATNNLSRSNSDESNFSEKLRASTVMYHPEGESSTTPFFSTNSSLNLPVLEVGRTENTIFSSTTLPRPGDPGAPPLPPDLQLEEEGTCANSSEMFLPLRSRTVSRQ. Result: 0 (no interaction).